Task: Predict the product of the given reaction.. Dataset: Forward reaction prediction with 1.9M reactions from USPTO patents (1976-2016) (1) Given the reactants [C:1]([OH:5])(=O)[CH2:2][OH:3].[NH2:6][CH2:7][C@@H:8]([CH3:29])[O:9][C:10]1[CH:19]=[CH:18][CH:17]=[C:16]2[C:11]=1[C:12]([NH:20][C:21]1[CH:26]=[CH:25][C:24]([OH:27])=[C:23]([CH3:28])[CH:22]=1)=[N:13][CH:14]=[N:15]2, predict the reaction product. The product is: [OH:3][CH2:2][C:1]([NH:6][CH2:7][C@H:8]([O:9][C:10]1[CH:19]=[CH:18][CH:17]=[C:16]2[C:11]=1[C:12]([NH:20][C:21]1[CH:26]=[CH:25][C:24]([OH:27])=[C:23]([CH3:28])[CH:22]=1)=[N:13][CH:14]=[N:15]2)[CH3:29])=[O:5]. (2) Given the reactants [CH3:1][S:2][C:3]1[N:8]=[C:7]([C:9]2[CH:14]=[CH:13][CH:12]=[CH:11][N:10]=2)[C:6]([OH:15])=[CH:5][CH:4]=1.Cl[C:17]1[C:26]2[C:21](=[CH:22][C:23]([O:29][CH3:30])=[C:24]([O:27][CH3:28])[CH:25]=2)[N:20]=[CH:19][CH:18]=1.C(=O)([O-])[O-].[Cs+].[Cs+], predict the reaction product. The product is: [CH3:28][O:27][C:24]1[CH:25]=[C:26]2[C:21](=[CH:22][C:23]=1[O:29][CH3:30])[N:20]=[CH:19][CH:18]=[C:17]2[O:15][C:6]1[C:7]([C:9]2[CH:14]=[CH:13][CH:12]=[CH:11][N:10]=2)=[N:8][C:3]([S:2][CH3:1])=[CH:4][CH:5]=1. (3) Given the reactants [Cl:1][C:2]1[C:3]([O:11][CH2:12][C:13]([F:16])([F:15])[F:14])=[N:4][CH:5]=[C:6]([N+:8]([O-])=O)[CH:7]=1.Cl, predict the reaction product. The product is: [Cl:1][C:2]1[C:3]([O:11][CH2:12][C:13]([F:15])([F:16])[F:14])=[N:4][CH:5]=[C:6]([NH2:8])[CH:7]=1. (4) Given the reactants C(OC([NH:8][C:9]1[CH:14]=[CH:13][CH:12]=[CH:11][C:10]=1B(O)O)=O)(C)(C)C.Br[C:19]1[C:20]([C:25]#[N:26])=[N:21][CH:22]=[CH:23][CH:24]=1.C(=O)([O-])[O-].[K+].[K+], predict the reaction product. The product is: [CH:24]1[C:19]2[C:20](=[C:25]([NH2:26])[N:8]=[C:9]3[CH:14]=[CH:13][CH:12]=[CH:11][C:10]3=2)[N:21]=[CH:22][CH:23]=1. (5) Given the reactants [CH:1]([C:3]1[C:4]([C:12]([O:14][CH2:15][CH3:16])=[O:13])=[CH:5][C:6]2[O:10][CH2:9][O:8][C:7]=2[CH:11]=1)=[O:2].P([O-])(O)(O)=[O:18].[Na+].CC(=CC)C.Cl([O-])=O.[Na+], predict the reaction product. The product is: [CH2:15]([O:14][C:12]([C:4]1[C:3]([C:1]([OH:18])=[O:2])=[CH:11][C:7]2[O:8][CH2:9][O:10][C:6]=2[CH:5]=1)=[O:13])[CH3:16]. (6) Given the reactants ClC1C=C(Cl)C=CC=1CS([NH:13][C:14]1[CH:15]=[N:16][CH:17]=[CH:18][C:19]=1[OH:20])(=O)=O.[Cl:21][C:22]1[CH:23]=[C:24]([CH2:29][S:30](Cl)(=[O:32])=[O:31])[CH:25]=[C:26]([Cl:28])[CH:27]=1.ClC1C=C(Cl)C=CC=1CS(Cl)(=O)=O, predict the reaction product. The product is: [Cl:21][C:22]1[CH:23]=[C:24]([CH2:29][S:30]([NH:13][C:14]2[CH:15]=[N:16][CH:17]=[CH:18][C:19]=2[OH:20])(=[O:32])=[O:31])[CH:25]=[C:26]([Cl:28])[CH:27]=1.